The task is: Predict the product of the given reaction.. This data is from Forward reaction prediction with 1.9M reactions from USPTO patents (1976-2016). (1) Given the reactants [CH:1]1[C:11]2[C:10]3=[CH:12][C:13]4[CH:14]=[CH:15][C:16]([C:19]([O:21]C)=[O:20])=[CH:17][C:18]=4[N:9]3[CH2:8][CH:7]=[CH:6][C:5]=2[CH:4]=[CH:3][CH:2]=1.[OH-].[Na+].Cl, predict the reaction product. The product is: [CH:1]1[C:11]2[C:10]3=[CH:12][C:13]4[CH:14]=[CH:15][C:16]([C:19]([OH:21])=[O:20])=[CH:17][C:18]=4[N:9]3[CH2:8][CH:7]=[CH:6][C:5]=2[CH:4]=[CH:3][CH:2]=1. (2) The product is: [Cl:82][C:77]1[CH:78]=[CH:79][CH:80]=[CH:81][C:76]=1[O:75][CH:72]1[CH2:71][CH2:70][N:69]([C:67](=[O:68])[CH2:66][NH:65][C:23]([C:20]2[CH:19]=[C:18]([C:15]3[CH:14]=[CH:13][C:12]([C:11]([F:10])([F:27])[F:26])=[CH:17][CH:16]=3)[NH:22][N:21]=2)=[O:25])[CH2:74][CH2:73]1. Given the reactants CCN(C(C)C)C(C)C.[F:10][C:11]([F:27])([F:26])[C:12]1[CH:17]=[CH:16][C:15]([C:18]2[NH:22][N:21]=[C:20]([C:23]([OH:25])=O)[CH:19]=2)=[CH:14][CH:13]=1.C1(C2NN=C(C(O)=O)C=2)C=CC=CC=1.C1C=CC2N(O)N=NC=2C=1.CCN=C=NCCCN(C)C.Cl.Cl.[NH2:65][CH2:66][C:67]([N:69]1[CH2:74][CH2:73][CH:72]([O:75][C:76]2[CH:81]=[CH:80][CH:79]=[CH:78][C:77]=2[Cl:82])[CH2:71][CH2:70]1)=[O:68], predict the reaction product. (3) Given the reactants CN(C(ON1N=NC2C=CC=NC1=2)=[N+](C)C)C.F[P-](F)(F)(F)(F)F.[OH:25][C:26]1[CH:27]=[C:28]2[C:32](=[CH:33][CH:34]=1)[NH:31][CH:30]=[C:29]2[CH2:35][C:36]([OH:38])=O.CCN(C(C)C)C(C)C.[C:48]1([CH2:54][CH:55]([C:57]2[N:61]([C:62]3[CH:67]=[CH:66][CH:65]=[CH:64][CH:63]=3)[N:60]=[N:59][CH:58]=2)[NH2:56])[CH:53]=[CH:52][CH:51]=[CH:50][CH:49]=1, predict the reaction product. The product is: [OH:25][C:26]1[CH:27]=[C:28]2[C:32](=[CH:33][CH:34]=1)[NH:31][CH:30]=[C:29]2[CH2:35][C:36]([NH:56][CH:55]([C:57]1[N:61]([C:62]2[CH:67]=[CH:66][CH:65]=[CH:64][CH:63]=2)[N:60]=[N:59][CH:58]=1)[CH2:54][C:48]1[CH:49]=[CH:50][CH:51]=[CH:52][CH:53]=1)=[O:38].